From a dataset of Reaction yield outcomes from USPTO patents with 853,638 reactions. Predict the reaction yield, written as a fraction of the theoretical maximum amount of product (1.0 means a 100% yield; for example, 0.34 means a 34% yield). (1) The reactants are [CH3:1][S:2]([N:5]1[CH2:10][CH2:9][C:8]2[N:11]([CH2:24][CH:25]3[CH2:27][O:26]3)[N:12]=[C:13]([C:14]3[CH:19]=[CH:18][C:17]([C:20]([F:23])([F:22])[F:21])=[CH:16][CH:15]=3)[C:7]=2[CH2:6]1)(=[O:4])=[O:3].[Cl:28][C:29]1[CH:37]=[C:36]2[C:32]([CH:33]=[CH:34][N:35]2[CH:38]2[CH2:43][CH2:42][NH:41][CH2:40][CH2:39]2)=[CH:31][CH:30]=1. The catalyst is CCO. The product is [Cl:28][C:29]1[CH:37]=[C:36]2[C:32]([CH:33]=[CH:34][N:35]2[CH:38]2[CH2:43][CH2:42][N:41]([CH2:27][CH:25]([OH:26])[CH2:24][N:11]3[C:8]4[CH2:9][CH2:10][N:5]([S:2]([CH3:1])(=[O:4])=[O:3])[CH2:6][C:7]=4[C:13]([C:14]4[CH:19]=[CH:18][C:17]([C:20]([F:23])([F:21])[F:22])=[CH:16][CH:15]=4)=[N:12]3)[CH2:40][CH2:39]2)=[CH:31][CH:30]=1. The yield is 0.480. (2) The reactants are Cl.Cl.C(O[C:6]([C:8]1[CH:9]=[C:10]2[C:14](=[CH:15][CH:16]=1)[NH:13][N:12]=[C:11]2[C:17]1[CH:26]=[CH:25][C:24]2[C:19](=[CH:20][CH:21]=[C:22]([OH:27])[CH:23]=2)[CH:18]=1)=[NH:7])C.C(N(CC)CC)C.[N:35]1([CH2:40][C:41]([NH:43][NH2:44])=O)[CH2:39][CH2:38][CH2:37][CH2:36]1. The catalyst is CO. The product is [N:35]1([CH2:40][C:41]2[NH:43][N:44]=[C:6]([C:8]3[CH:9]=[C:10]4[C:14](=[CH:15][CH:16]=3)[NH:13][N:12]=[C:11]4[C:17]3[CH:18]=[C:19]4[C:24](=[CH:25][CH:26]=3)[CH:23]=[C:22]([OH:27])[CH:21]=[CH:20]4)[N:7]=2)[CH2:39][CH2:38][CH2:37][CH2:36]1. The yield is 0.0400. (3) The reactants are O/[N:2]=[C:3](/[NH2:5])\[CH3:4].[C:6]([O:14]C)(=O)[C:7]#[C:8][C:9]([O:11][CH3:12])=[O:10].C[OH:17]. No catalyst specified. The product is [OH:17][C:7]1[C:6](=[O:14])[NH:5][C:3]([CH3:4])=[N:2][C:8]=1[C:9]([O:11][CH3:12])=[O:10]. The yield is 0.440. (4) The catalyst is C1COCC1. The product is [CH3:12][NH:13][S:8]([C:4]1[CH:5]=[CH:6][CH:7]=[C:2]([Br:1])[CH:3]=1)(=[O:10])=[O:9]. The yield is 0.990. The reactants are [Br:1][C:2]1[CH:3]=[C:4]([S:8](Cl)(=[O:10])=[O:9])[CH:5]=[CH:6][CH:7]=1.[CH3:12][NH2:13].